Regression/Classification. Given a drug SMILES string, predict its toxicity properties. Task type varies by dataset: regression for continuous values (e.g., LD50, hERG inhibition percentage) or binary classification for toxic/non-toxic outcomes (e.g., AMES mutagenicity, cardiotoxicity, hepatotoxicity). Dataset: herg_karim. From a dataset of hERG potassium channel inhibition data for cardiac toxicity prediction from Karim et al.. (1) The compound is Cl.O=C(c1ccccc1)N1CCN(c2ccc(OC3CCN(C4CCC4)CC3)cc2)C(=O)C1. The result is 0 (non-blocker). (2) The result is 1 (blocker). The molecule is Cc1nc(-c2cccc(C(=O)NC3CCC(CCN4CCc5ccc(S(C)(=O)=O)cc5CC4)CC3)c2)no1. (3) The compound is C[C@H]1COc2c(N3CCN(C)CC3)c(F)c(N)c3c(=O)c(C(=O)O)cn1c23. The result is 0 (non-blocker). (4) The compound is O=C1COc2ccc(CNC34CCC(CCc5c(F)cnc6cc(Cl)cnc56)(CC3)OC4)nc2N1. The result is 1 (blocker). (5) The drug is C#Cc1ccc(COC(=O)N2CCC(CNc3ncccn3)CC2)cc1. The result is 1 (blocker). (6) The compound is CCC(O)(c1cn(Cc2ccc3c(-c4ccc(F)cc4)c(C(N)=O)sc3c2)nn1)C(F)(F)F. The result is 0 (non-blocker). (7) The drug is CCOc1ccc(NS(=O)(=O)c2cccc(C(=O)N(C)Cc3nc4ccccc4s3)c2)cc1. The result is 1 (blocker).